Dataset: Forward reaction prediction with 1.9M reactions from USPTO patents (1976-2016). Task: Predict the product of the given reaction. (1) The product is: [Cl:1][C:2]1[CH:3]=[CH:4][C:5]([CH2:6][NH:7][C:8]([NH:10][N:11]([CH2:13][C:14]([NH:19][C@H:20]([C:29]([N:31]([C@@H:43]([CH3:51])[CH:44]([O:48][CH2:49][CH3:50])[O:45][CH2:46][CH3:47])[CH2:32][C:33]2[CH:34]=[CH:35][CH:36]=[C:37]3[C:42]=2[N:41]=[CH:40][CH:39]=[CH:38]3)=[O:30])[CH2:21][C:22]([O:24][C:25]([CH3:26])([CH3:28])[CH3:27])=[O:23])=[O:16])[CH3:12])=[O:9])=[CH:17][CH:18]=1. Given the reactants [Cl:1][C:2]1[CH:18]=[CH:17][C:5]([CH2:6][NH:7][C:8]([NH:10][N:11]([CH2:13][C:14]([OH:16])=O)[CH3:12])=[O:9])=[CH:4][CH:3]=1.[NH2:19][C@H:20]([C:29]([N:31]([C@@H:43]([CH3:51])[CH:44]([O:48][CH2:49][CH3:50])[O:45][CH2:46][CH3:47])[CH2:32][C:33]1[CH:34]=[CH:35][CH:36]=[C:37]2[C:42]=1[N:41]=[CH:40][CH:39]=[CH:38]2)=[O:30])[CH2:21][C:22]([O:24][C:25]([CH3:28])([CH3:27])[CH3:26])=[O:23], predict the reaction product. (2) Given the reactants Br[C:2]1[C:7]2[O:8][CH2:9][CH2:10][O:11][C:6]=2[C:5]([NH:12][C:13](=[O:15])[CH3:14])=[CH:4][CH:3]=1.[NH:16]1[CH2:21][CH2:20][O:19][CH2:18][CH2:17]1.CC(C1C=C(C(C)C)C(C2C=CC=CC=2P(C2CCCCC2)C2CCCCC2)=C(C(C)C)C=1)C.CC(C)([O-])C.[K+], predict the reaction product. The product is: [O:19]1[CH2:20][CH2:21][N:16]([C:2]2[C:7]3[O:8][CH2:9][CH2:10][O:11][C:6]=3[C:5]([NH:12][C:13](=[O:15])[CH3:14])=[CH:4][CH:3]=2)[CH2:17][CH2:18]1. (3) Given the reactants C1(OC(=O)[N:9]([CH:42]2[CH2:44][CH2:43]2)[CH2:10][C:11]2[N:12]=[C:13]([C:32]3[CH:37]=[CH:36][C:35]([C:38]([F:41])([F:40])[F:39])=[CH:34][CH:33]=3)[S:14][C:15]=2[CH2:16][O:17][C:18]2[CH:23]=[CH:22][C:21]([C:24]3[NH:28][C:27](=[O:29])[O:26][N:25]=3)=[C:20]([O:30][CH3:31])[CH:19]=2)C=CC=CC=1.[OH-].[K+], predict the reaction product. The product is: [CH:42]1([NH:9][CH2:10][C:11]2[N:12]=[C:13]([C:32]3[CH:33]=[CH:34][C:35]([C:38]([F:40])([F:41])[F:39])=[CH:36][CH:37]=3)[S:14][C:15]=2[CH2:16][O:17][C:18]2[CH:23]=[CH:22][C:21]([C:24]3[NH:28][C:27](=[O:29])[O:26][N:25]=3)=[C:20]([O:30][CH3:31])[CH:19]=2)[CH2:43][CH2:44]1. (4) Given the reactants B(O)(O)O.[CH3:5][C:6]1([CH3:32])[CH2:11][CH:10]([NH:12][CH2:13]CCCC[CH2:13][NH:12][CH:10]2[CH2:9][C:8]([CH3:31])([CH3:30])[NH:7][C:6]([CH3:32])([CH3:5])[CH2:11]2)[CH2:9][C:8]([CH3:31])([CH3:30])[NH:7]1.C(N)=[O:34].[OH-].[Na+], predict the reaction product. The product is: [CH3:5][C:6]1([CH3:32])[CH2:11][CH:10]([NH:12][CH:13]=[O:34])[CH2:9][C:8]([CH3:31])([CH3:30])[NH:7]1. (5) The product is: [NH:27]1[C:35]2[C:30](=[CH:31][CH:32]=[CH:33][CH:34]=2)[C:29](/[CH:36]=[C:8]2\[O:9][C:5]3[C:4]([O:13][CH:14]4[CH2:15][CH2:16][N:17]([C:20]([O:22][C:23]([CH3:26])([CH3:25])[CH3:24])=[O:21])[CH2:18][CH2:19]4)=[C:3]([O:2][CH3:1])[CH:12]=[CH:11][C:6]=3[C:7]\2=[O:10])=[N:28]1. Given the reactants [CH3:1][O:2][C:3]1[CH:12]=[CH:11][C:6]2[C:7](=[O:10])[CH2:8][O:9][C:5]=2[C:4]=1[O:13][CH:14]1[CH2:19][CH2:18][N:17]([C:20]([O:22][C:23]([CH3:26])([CH3:25])[CH3:24])=[O:21])[CH2:16][CH2:15]1.[NH:27]1[C:35]2[C:30](=[CH:31][CH:32]=[CH:33][CH:34]=2)[C:29]([CH:36]=O)=[N:28]1.C1(C)C=CC=CC=1, predict the reaction product. (6) Given the reactants [CH3:1][N:2]([CH3:15])[CH2:3][CH2:4][CH2:5][C:6]#[C:7][C:8]1[CH:9]=[N:10][C:11]([NH2:14])=[N:12][CH:13]=1.[F:16][C:17]([F:29])([F:28])[C:18]1[CH:23]=[CH:22][C:21]([S:24](Cl)(=[O:26])=[O:25])=[CH:20][CH:19]=1, predict the reaction product. The product is: [CH3:15][N:2]([CH3:1])[CH2:3][CH2:4][CH2:5][C:6]#[C:7][C:8]1[CH:9]=[N:10][C:11]([NH:14][S:24]([C:21]2[CH:20]=[CH:19][C:18]([C:17]([F:16])([F:28])[F:29])=[CH:23][CH:22]=2)(=[O:26])=[O:25])=[N:12][CH:13]=1.